This data is from Reaction yield outcomes from USPTO patents with 853,638 reactions. The task is: Predict the reaction yield, written as a fraction of the theoretical maximum amount of product (1.0 means a 100% yield; for example, 0.34 means a 34% yield). (1) The reactants are [N:1]1[CH:6]=[CH:5][C:4]([CH:7]=[O:8])=[CH:3][CH:2]=1.[OH-].[K+].[N+:11]([CH2:13][C:14]([N:16]1[CH2:20][CH2:19][CH2:18][CH2:17]1)=[O:15])#[C-:12]. The catalyst is CO. The product is [N:1]1[CH:6]=[CH:5][C:4]([C@@H:7]2[O:8][CH:12]=[N:11][C@H:13]2[C:14]([N:16]2[CH2:20][CH2:19][CH2:18][CH2:17]2)=[O:15])=[CH:3][CH:2]=1. The yield is 0.980. (2) The reactants are [Cl:1][C:2]1[CH:7]=[CH:6][C:5](I)=[CH:4][CH:3]=1.[C:9]([O:15][CH3:16])(=[O:14])[CH2:10][CH2:11][C:12]#[CH:13]. The product is [Cl:1][C:2]1[CH:7]=[CH:6][C:5]([C:13]#[C:12][CH2:11][CH2:10][C:9]([O:15][CH3:16])=[O:14])=[CH:4][CH:3]=1. The yield is 0.480. The catalyst is C(NCC)C.Cl[Pd](Cl)([P](C1C=CC=CC=1)(C1C=CC=CC=1)C1C=CC=CC=1)[P](C1C=CC=CC=1)(C1C=CC=CC=1)C1C=CC=CC=1.[Cu]I. (3) The reactants are [CH3:1][C:2]1[N:7]=[C:6]([O:8][CH2:9][C:10]2[CH:15]=[CH:14][C:13]([O:16][CH2:17][C:18]3[N:19]=[C:20]([C:24]4[CH:29]=[CH:28][CH:27]=[CH:26][CH:25]=4)[O:21][C:22]=3[CH3:23])=[CH:12][CH:11]=2)[C:5]([CH2:30][C:31]#N)=[CH:4][CH:3]=1.C(O)C.[OH-:36].[Na+].Cl.[OH2:39]. No catalyst specified. The product is [CH3:1][C:2]1[N:7]=[C:6]([O:8][CH2:9][C:10]2[CH:15]=[CH:14][C:13]([O:16][CH2:17][C:18]3[N:19]=[C:20]([C:24]4[CH:25]=[CH:26][CH:27]=[CH:28][CH:29]=4)[O:21][C:22]=3[CH3:23])=[CH:12][CH:11]=2)[C:5]([CH2:30][C:31]([OH:39])=[O:36])=[CH:4][CH:3]=1. The yield is 0.820.